Dataset: Reaction yield outcomes from USPTO patents with 853,638 reactions. Task: Predict the reaction yield, written as a fraction of the theoretical maximum amount of product (1.0 means a 100% yield; for example, 0.34 means a 34% yield). (1) The reactants are [C:1]([N:24]1[CH2:29][CH2:28][N:27](C(OC(C)(C)C)=O)[CH2:26][CH2:25]1)(=[O:23])[CH2:2][CH2:3][CH:4]=[CH:5][CH2:6][CH:7]=[CH:8][CH2:9][CH:10]=[CH:11][CH2:12][CH:13]=[CH:14][CH2:15][CH:16]=[CH:17][CH2:18][CH:19]=[CH:20][CH2:21][CH3:22].C(C(O)=O)(F)(F)F.C([O-])([O-])=O.[Na+].[Na+]. The catalyst is C(Cl)Cl. The product is [N:24]1([C:1](=[O:23])[CH2:2][CH2:3][CH:4]=[CH:5][CH2:6][CH:7]=[CH:8][CH2:9][CH:10]=[CH:11][CH2:12][CH:13]=[CH:14][CH2:15][CH:16]=[CH:17][CH2:18][CH:19]=[CH:20][CH2:21][CH3:22])[CH2:29][CH2:28][NH:27][CH2:26][CH2:25]1. The yield is 0.975. (2) The yield is 0.780. The reactants are [NH2:1][C:2]1[CH:3]=[C:4]2[C:9](=[CH:10][CH:11]=1)[CH:8]=[C:7]([NH:12][C:13](=[O:19])[O:14][C:15]([CH3:18])([CH3:17])[CH3:16])[CH:6]=[CH:5]2.C([O-])(=O)C.[NH4+].[Br:25]N1C(=O)CCC1=O. The catalyst is CC#N. The product is [NH2:1][C:2]1[C:3]([Br:25])=[C:4]2[C:9](=[CH:10][CH:11]=1)[CH:8]=[C:7]([NH:12][C:13](=[O:19])[O:14][C:15]([CH3:16])([CH3:18])[CH3:17])[CH:6]=[CH:5]2.